This data is from Forward reaction prediction with 1.9M reactions from USPTO patents (1976-2016). The task is: Predict the product of the given reaction. (1) Given the reactants C1(S([N:10]2[C:14]3=[N:15][CH:16]=[CH:17][C:18]([F:19])=[C:13]3[CH:12]=[CH:11]2)(=O)=O)C=CC=CC=1.[CH2:20]([Li])CCC.IC.[Cl-].[NH4+].[F-].C([N+](CCCC)(CCCC)CCCC)CCC, predict the reaction product. The product is: [F:19][C:18]1[CH:17]=[CH:16][N:15]=[C:14]2[NH:10][C:11]([CH3:20])=[CH:12][C:13]=12. (2) Given the reactants [PH4+].[CH:2](=[O:12])[CH2:3][CH2:4][CH2:5][CH2:6][CH2:7][CH2:8][CH2:9][CH2:10][CH3:11], predict the reaction product. The product is: [C:2]([O:12][CH2:2][CH3:3])(=[O:12])[CH2:3][CH2:4][CH2:5][CH2:6]/[CH:7]=[CH:8]\[CH2:9][CH2:10][CH2:11][CH2:4][CH2:5][CH2:6][CH2:7][CH2:8][CH3:9]. (3) Given the reactants [Br:1][C:2]1[CH:7]=[CH:6][C:5]([C:8]([C:10]2[CH:11]=[N:12][C:13]([N:16]3[CH2:21][CH2:20][O:19][CH2:18][CH2:17]3)=[CH:14][CH:15]=2)=O)=[C:4]([F:22])[CH:3]=1.[NH:23]([C:25]([O:27][C:28]([CH3:31])([CH3:30])[CH3:29])=[O:26])[NH2:24], predict the reaction product. The product is: [Br:1][C:2]1[CH:7]=[CH:6][C:5]([C:8]([C:10]2[CH:11]=[N:12][C:13]([N:16]3[CH2:21][CH2:20][O:19][CH2:18][CH2:17]3)=[CH:14][CH:15]=2)=[N:24][NH:23][C:25]([O:27][C:28]([CH3:31])([CH3:30])[CH3:29])=[O:26])=[C:4]([F:22])[CH:3]=1.